From a dataset of Full USPTO retrosynthesis dataset with 1.9M reactions from patents (1976-2016). Predict the reactants needed to synthesize the given product. Given the product [C:13]([C:2]1[CH:3]=[C:4]([CH2:9][C:10]([OH:12])=[O:11])[CH:5]=[CH:6][C:7]=1[F:8])#[N:14], predict the reactants needed to synthesize it. The reactants are: Br[C:2]1[CH:3]=[C:4]([CH2:9][C:10]([OH:12])=[O:11])[CH:5]=[CH:6][C:7]=1[F:8].[CH3:13][N:14](C=O)C.